From a dataset of Full USPTO retrosynthesis dataset with 1.9M reactions from patents (1976-2016). Predict the reactants needed to synthesize the given product. (1) Given the product [C:1]([N:4]1[CH2:9][CH2:8][N:7]([C:10]2[CH:11]=[CH:12][C:13]([NH:16][C:17](=[O:27])[CH2:18][C:19]3[CH:24]=[C:23]([CH3:25])[C:22]([C:33]4[CH:32]=[CH:31][N:30]=[C:29]([CH3:28])[CH:34]=4)=[N:21][CH:20]=3)=[N:14][CH:15]=2)[CH2:6][CH2:5]1)(=[O:3])[CH3:2], predict the reactants needed to synthesize it. The reactants are: [C:1]([N:4]1[CH2:9][CH2:8][N:7]([C:10]2[CH:11]=[CH:12][C:13]([NH:16][C:17](=[O:27])[CH2:18][C:19]3[CH:20]=[N:21][C:22](Cl)=[C:23]([CH3:25])[CH:24]=3)=[N:14][CH:15]=2)[CH2:6][CH2:5]1)(=[O:3])[CH3:2].[CH3:28][C:29]1[CH:34]=[C:33]([Sn](CCCC)(CCCC)CCCC)[CH:32]=[CH:31][N:30]=1. (2) Given the product [CH:35]1([N:16]([C:17]2[CH:22]=[CH:21][CH:20]=[C:19]([C:23](=[O:27])[N:24]([CH3:25])[CH3:26])[CH:18]=2)[C:14](=[O:15])[N:13]([CH3:64])[C:11]2[S:12][C:8]([S:7][CH2:5][CH2:6][C:85]([OH:95])=[O:84])=[CH:9][N:10]=2)[CH2:39][CH2:38][CH2:37][CH2:36]1, predict the reactants needed to synthesize it. The reactants are: C(OC(=O)[CH:5]([S:7][C:8]1[S:12][C:11]([NH:13][C:14]([N:16](CC2CCCC2)[C:17]2[CH:22]=[CH:21][CH:20]=[C:19]([C:23](=[O:27])[N:24]([CH3:26])[CH3:25])[CH:18]=2)=[O:15])=[N:10][CH:9]=1)[CH3:6])C.[CH:35]1(CN(C2C=CC(S(C)(=O)=O)=CC=2)C(=O)NC2SC=C(CC(O)=O)N=2)[CH2:39][CH2:38][CH2:37][CH2:36]1.[CH:64]1(CNC2C=C(C=CC=2)C(N(C)C)=O)CCCC1.C([O:84][C:85](=[O:95])C(SC1SC(N)=NC=1)C)C. (3) Given the product [Br:18][CH2:10][C:8]1[C:7]([C:12]([O:14][CH2:15][CH3:16])=[O:13])=[N:6][N:5]([C:1]([CH3:4])([CH3:3])[CH3:2])[CH:9]=1, predict the reactants needed to synthesize it. The reactants are: [C:1]([N:5]1[CH:9]=[C:8]([CH2:10]O)[C:7]([C:12]([O:14][CH2:15][CH3:16])=[O:13])=[N:6]1)([CH3:4])([CH3:3])[CH3:2].P(Br)(Br)[Br:18]. (4) Given the product [F:49][C:37]1[C:38]2[O:44][CH2:43][CH2:42][CH2:41][O:40][C:39]=2[C:45]([O:47][CH3:48])=[CH:46][C:36]=1[CH:20]([NH:19][C:16]1[CH:15]=[CH:14][C:13]([C:11](=[NH:12])[NH:3][OH:2])=[CH:18][CH:17]=1)[C:21]1[NH:25][C:24](=[O:26])[N:23]([C:27]2[N:35]=[CH:34][CH:33]=[CH:32][C:28]=2[C:29]([OH:31])=[O:30])[N:22]=1, predict the reactants needed to synthesize it. The reactants are: [Cl-].[OH:2][NH3+:3].C(N(CC)CC)C.[C:11]([C:13]1[CH:18]=[CH:17][C:16]([NH:19][CH:20]([C:36]2[CH:46]=[C:45]([O:47][CH3:48])[C:39]3[O:40][CH2:41][CH2:42][CH2:43][O:44][C:38]=3[C:37]=2[F:49])[C:21]2[NH:25][C:24](=[O:26])[N:23]([C:27]3[N:35]=[CH:34][CH:33]=[CH:32][C:28]=3[C:29]([OH:31])=[O:30])[N:22]=2)=[CH:15][CH:14]=1)#[N:12].